From a dataset of NCI-60 drug combinations with 297,098 pairs across 59 cell lines. Regression. Given two drug SMILES strings and cell line genomic features, predict the synergy score measuring deviation from expected non-interaction effect. (1) Drug 1: CNC(=O)C1=NC=CC(=C1)OC2=CC=C(C=C2)NC(=O)NC3=CC(=C(C=C3)Cl)C(F)(F)F. Drug 2: C1=CN(C=N1)CC(O)(P(=O)(O)O)P(=O)(O)O. Cell line: MCF7. Synergy scores: CSS=-1.81, Synergy_ZIP=1.81, Synergy_Bliss=0.683, Synergy_Loewe=-0.0117, Synergy_HSA=-1.68. (2) Drug 1: C1=CC(=CC=C1CC(C(=O)O)N)N(CCCl)CCCl.Cl. Drug 2: CC12CCC3C(C1CCC2OP(=O)(O)O)CCC4=C3C=CC(=C4)OC(=O)N(CCCl)CCCl.[Na+]. Cell line: BT-549. Synergy scores: CSS=1.33, Synergy_ZIP=-4.73, Synergy_Bliss=-8.13, Synergy_Loewe=-13.0, Synergy_HSA=-8.79. (3) Drug 1: CC1C(C(=O)NC(C(=O)N2CCCC2C(=O)N(CC(=O)N(C(C(=O)O1)C(C)C)C)C)C(C)C)NC(=O)C3=C4C(=C(C=C3)C)OC5=C(C(=O)C(=C(C5=N4)C(=O)NC6C(OC(=O)C(N(C(=O)CN(C(=O)C7CCCN7C(=O)C(NC6=O)C(C)C)C)C)C(C)C)C)N)C. Drug 2: CCN(CC)CCCC(C)NC1=C2C=C(C=CC2=NC3=C1C=CC(=C3)Cl)OC. Cell line: HCT116. Synergy scores: CSS=66.9, Synergy_ZIP=4.08, Synergy_Bliss=2.48, Synergy_Loewe=-20.7, Synergy_HSA=1.32.